This data is from Forward reaction prediction with 1.9M reactions from USPTO patents (1976-2016). The task is: Predict the product of the given reaction. (1) Given the reactants [C:1]([O:5][C:6]([N:8]1[CH2:13][CH2:12][CH:11]([O:14][C:15]2[CH:20]=[CH:19][C:18]([C:21]3[S:25][C:24]4=[N:26][CH:27]=[C:28](I)[N:23]4[N:22]=3)=[CH:17][C:16]=2[O:30][CH3:31])[CH2:10][CH2:9]1)=[O:7])([CH3:4])([CH3:3])[CH3:2].CC1(C)C(C)(C)OB([C:40]2[CH:41]=[C:42]([C:47]([F:50])([F:49])[F:48])[C:43]([NH2:46])=[N:44][CH:45]=2)O1.O1CCOCC1.C([O-])([O-])=O.[K+].[K+], predict the reaction product. The product is: [C:1]([O:5][C:6]([N:8]1[CH2:13][CH2:12][CH:11]([O:14][C:15]2[CH:20]=[CH:19][C:18]([C:21]3[S:25][C:24]4=[N:26][CH:27]=[C:28]([C:40]5[CH:45]=[N:44][C:43]([NH2:46])=[C:42]([C:47]([F:50])([F:49])[F:48])[CH:41]=5)[N:23]4[N:22]=3)=[CH:17][C:16]=2[O:30][CH3:31])[CH2:10][CH2:9]1)=[O:7])([CH3:4])([CH3:3])[CH3:2]. (2) Given the reactants [Cl-].[Cl:2][C:3]1[CH:13]=[CH:12][C:6]([CH2:7][NH2+:8][CH2:9][CH2:10]Cl)=[CH:5][CH:4]=1.[Cl:14][C:15]1[CH:20]=[C:19]([C:21]#[N:22])[CH:18]=[CH:17][C:16]=1[N:23]=[C:24]=[S:25], predict the reaction product. The product is: [Cl:14][C:15]1[CH:20]=[C:19]([C:21]#[N:22])[CH:18]=[CH:17][C:16]=1[N:23]=[C:24]1[N:8]([CH2:7][C:6]2[CH:12]=[CH:13][C:3]([Cl:2])=[CH:4][CH:5]=2)[CH2:9][CH2:10][S:25]1. (3) The product is: [CH2:16]([O:15][CH2:14][CH2:13][O:6][C:5](=[O:7])[C:4]1[CH:8]=[C:9]([I:11])[CH:10]=[C:2]([Br:1])[CH:3]=1)[C:17]1[CH:22]=[CH:21][CH:20]=[CH:19][CH:18]=1. Given the reactants [Br:1][C:2]1[CH:3]=[C:4]([CH:8]=[C:9]([I:11])[CH:10]=1)[C:5]([OH:7])=[O:6].Br[CH2:13][CH2:14][O:15][CH2:16][C:17]1[CH:22]=[CH:21][CH:20]=[CH:19][CH:18]=1, predict the reaction product. (4) The product is: [Cl:33][C:34]1[C:39]([CH3:40])=[CH:38][C:37]([O:13][CH2:12][CH2:11][CH2:10][C:3]2[C:4]3[C:9](=[CH:8][CH:7]=[CH:6][CH:5]=3)[NH:1][CH:2]=2)=[CH:36][C:35]=1[CH3:42]. Given the reactants [NH:1]1[C:9]2[C:4](=[CH:5][CH:6]=[CH:7][CH:8]=2)[C:3]([CH2:10][CH2:11][CH2:12][OH:13])=[CH:2]1.C1C=CC(P(C2C=CC=CC=2)C2C=CC=CC=2)=CC=1.[Cl:33][C:34]1[C:39]([CH3:40])=[CH:38][C:37](O)=[CH:36][C:35]=1[CH3:42], predict the reaction product. (5) The product is: [C:1]([N:8]1[CH2:12][C@@H:11]([NH2:13])[CH2:10][C@@H:9]1[CH2:14][CH2:15][CH3:16])([O:3][C:4]([CH3:7])([CH3:6])[CH3:5])=[O:2]. Given the reactants [C:1]([N:8]1[CH2:12][C@@H:11]([NH2:13])[CH2:10][C@@H:9]1[CH2:14][CH:15]=[CH2:16])([O:3][C:4]([CH3:7])([CH3:6])[CH3:5])=[O:2], predict the reaction product. (6) Given the reactants [Br:1][C:2]1[C:3]([NH:9][C:10]2[CH:15]=[CH:14][CH:13]=[CH:12][C:11]=2[NH:16][S:17]([CH3:20])(=[O:19])=[O:18])=[N:4][C:5]([Cl:8])=[N:6][CH:7]=1.[OH:21][C:22]1[CH:28]=[CH:27][CH:26]=[CH:25][C:23]=1[NH2:24], predict the reaction product. The product is: [ClH:8].[Br:1][C:2]1[C:3]([NH:9][C:10]2[CH:15]=[CH:14][CH:13]=[CH:12][C:11]=2[NH:16][S:17]([CH3:20])(=[O:19])=[O:18])=[N:4][C:5]([NH:24][C:23]2[CH:25]=[CH:26][CH:27]=[CH:28][C:22]=2[OH:21])=[N:6][CH:7]=1. (7) Given the reactants FC(F)(F)C(O)=O.[Cl:8][C:9]1[CH:10]=[CH:11][C:12]2[S:16][C:15]([S:17]([N:20]3[CH2:25][CH2:24][NH:23][CH2:22][C:21]3=[O:26])(=[O:19])=[O:18])=[N:14][C:13]=2[CH:27]=1.[CH:28]([O:41][C:42]([NH:44][C:45]1[CH:50]=[CH:49][N:48]([CH2:51][C:52](O)=[O:53])[C:47](=[O:55])[N:46]=1)=[O:43])([C:35]1[CH:40]=[CH:39][CH:38]=[CH:37][CH:36]=1)[C:29]1[CH:34]=[CH:33][CH:32]=[CH:31][CH:30]=1, predict the reaction product. The product is: [Cl:8][C:9]1[CH:10]=[CH:11][C:12]2[S:16][C:15]([S:17]([N:20]3[CH2:25][CH2:24][N:23]([C:52](=[O:53])[CH2:51][N:48]4[CH:49]=[CH:50][C:45]([NH:44][C:42]([O:41][CH:28]([C:29]5[CH:30]=[CH:31][CH:32]=[CH:33][CH:34]=5)[C:35]5[CH:40]=[CH:39][CH:38]=[CH:37][CH:36]=5)=[O:43])=[N:46][C:47]4=[O:55])[CH2:22][C:21]3=[O:26])(=[O:19])=[O:18])=[N:14][C:13]=2[CH:27]=1.